This data is from Full USPTO retrosynthesis dataset with 1.9M reactions from patents (1976-2016). The task is: Predict the reactants needed to synthesize the given product. Given the product [N:1]1([C:6]2[CH:7]=[C:8]([C:12]3([NH:18][CH2:19][CH:20]([OH:39])[CH:21]([NH2:31])[CH2:22][C:23]4[CH:24]=[C:25]([F:30])[CH:26]=[C:27]([F:29])[CH:28]=4)[CH2:14][CH:13]3[CH:15]([CH3:16])[CH3:17])[CH:9]=[CH:10][CH:11]=2)[CH:5]=[CH:4][CH:3]=[N:2]1, predict the reactants needed to synthesize it. The reactants are: [N:1]1([C:6]2[CH:7]=[C:8]([C:12]3([NH:18][CH2:19][CH:20]([OH:39])[CH:21]([NH:31]C(=O)OC(C)(C)C)[CH2:22][C:23]4[CH:28]=[C:27]([F:29])[CH:26]=[C:25]([F:30])[CH:24]=4)[CH2:14][CH:13]3[CH:15]([CH3:17])[CH3:16])[CH:9]=[CH:10][CH:11]=2)[CH:5]=[CH:4][CH:3]=[N:2]1.